This data is from Forward reaction prediction with 1.9M reactions from USPTO patents (1976-2016). The task is: Predict the product of the given reaction. (1) Given the reactants F[C:2]1[CH:7]=[C:6]([F:8])[CH:5]=[CH:4][C:3]=1[N+:9]([O-:11])=[O:10].[N:12]1([C:18]([O:20][C:21]([CH3:24])([CH3:23])[CH3:22])=[O:19])[CH2:17][CH2:16][NH:15][CH2:14][CH2:13]1.C(N(CC)C(C)C)(C)C, predict the reaction product. The product is: [F:8][C:6]1[CH:5]=[CH:4][C:3]([N+:9]([O-:11])=[O:10])=[C:2]([N:15]2[CH2:14][CH2:13][N:12]([C:18]([O:20][C:21]([CH3:24])([CH3:23])[CH3:22])=[O:19])[CH2:17][CH2:16]2)[CH:7]=1. (2) Given the reactants Br[CH2:2][C:3]1[C:12]2[C:7](=[CH:8][C:9]([F:14])=[C:10]([F:13])[CH:11]=2)[NH:6][C:5](=[O:15])[CH:4]=1.[NH:16]1[C:20]2[CH:21]=[CH:22][CH:23]=[CH:24][C:19]=2[N:18]=[C:17]1[C:25]1[S:29][CH:28]=[N:27][C:26]=1[CH3:30], predict the reaction product. The product is: [F:13][C:10]1[CH:11]=[C:12]2[C:7](=[CH:8][C:9]=1[F:14])[NH:6][C:5](=[O:15])[CH:4]=[C:3]2[CH2:2][N:16]1[C:20]2[CH:21]=[CH:22][CH:23]=[CH:24][C:19]=2[N:18]=[C:17]1[C:25]1[S:29][CH:28]=[N:27][C:26]=1[CH3:30]. (3) Given the reactants [S:1]1[C:5]2[CH:6]=[CH:7][CH:8]=[CH:9][C:4]=2[N:3]=[C:2]1[C:10]1[N:11]([C:15]([O:17][C:18]([CH3:21])([CH3:20])[CH3:19])=[O:16])[CH:12]=[CH:13][CH:14]=1.[Br:22]N1C(=O)CCC1=O.O, predict the reaction product. The product is: [Br:22][C:12]1[N:11]([C:15]([O:17][C:18]([CH3:21])([CH3:20])[CH3:19])=[O:16])[C:10]([C:2]2[S:1][C:5]3[CH:6]=[CH:7][CH:8]=[CH:9][C:4]=3[N:3]=2)=[CH:14][CH:13]=1. (4) Given the reactants [CH3:1][C:2]1[CH:3]=[C:4]([C:9]2[CH:10]=[N:11][N:12]3[C:17]([C:18]4[CH:23]=[CH:22][CH:21]=[C:20]([C:24]5[NH:28][N:27]=[N:26][N:25]=5)[CH:19]=4)=[CH:16][CH:15]=[N:14][C:13]=23)[CH:5]=[C:6]([CH3:8])[CH:7]=1.Cl[CH2:30][CH2:31][N:32]1[CH2:37][CH2:36][CH2:35][CH2:34][CH2:33]1, predict the reaction product. The product is: [CH3:8][C:6]1[CH:5]=[C:4]([C:9]2[CH:10]=[N:11][N:12]3[C:17]([C:18]4[CH:23]=[CH:22][CH:21]=[C:20]([C:24]5[N:25]=[N:26][N:27]([CH2:30][CH2:31][N:32]6[CH2:37][CH2:36][CH2:35][CH2:34][CH2:33]6)[N:28]=5)[CH:19]=4)=[CH:16][CH:15]=[N:14][C:13]=23)[CH:3]=[C:2]([CH3:1])[CH:7]=1. (5) Given the reactants [N:1]([C:38]([CH2:40][O:41][CH2:42][C:43]([OH:45])=O)=[O:39])([CH2:20][CH2:21][CH2:22][CH2:23][CH2:24][CH2:25][CH2:26][CH2:27][CH2:28][CH2:29][CH2:30][CH2:31][CH2:32][CH2:33][CH2:34][CH2:35][CH2:36][CH3:37])[CH2:2][CH2:3][CH2:4][CH2:5][CH2:6][CH2:7][CH2:8][CH2:9][CH2:10][CH2:11][CH2:12][CH2:13][CH2:14][CH2:15][CH2:16][CH2:17][CH2:18][CH3:19].Cl.CN(C)CCCN=C=NCC.[NH2:58][CH2:59][C:60]([O:62][CH2:63][C:64]1[CH:69]=[CH:68][CH:67]=[CH:66][CH:65]=1)=[O:61].CC1C=CC(S(O)(=O)=O)=CC=1, predict the reaction product. The product is: [N:1]([C:38]([CH2:40][O:41][CH2:42][C:43]([NH:58][CH2:59][C:60]([O:62][CH2:63][C:64]1[CH:69]=[CH:68][CH:67]=[CH:66][CH:65]=1)=[O:61])=[O:45])=[O:39])([CH2:2][CH2:3][CH2:4][CH2:5][CH2:6][CH2:7][CH2:8][CH2:9][CH2:10][CH2:11][CH2:12][CH2:13][CH2:14][CH2:15][CH2:16][CH2:17][CH2:18][CH3:19])[CH2:20][CH2:21][CH2:22][CH2:23][CH2:24][CH2:25][CH2:26][CH2:27][CH2:28][CH2:29][CH2:30][CH2:31][CH2:32][CH2:33][CH2:34][CH2:35][CH2:36][CH3:37]. (6) Given the reactants [C:1]([O:5][C:6]([N:8]1[CH2:15][CH2:14][CH2:13][C@H:9]1[C:10]([OH:12])=O)=[O:7])([CH3:4])([CH3:3])[CH3:2].[NH:16]1[CH2:20][CH2:19][CH2:18][CH2:17]1, predict the reaction product. The product is: [C:1]([O:5][C:6]([N:8]1[CH2:15][CH2:14][CH2:13][C@H:9]1[C:10]([N:16]1[CH2:20][CH2:19][CH2:18][CH2:17]1)=[O:12])=[O:7])([CH3:2])([CH3:3])[CH3:4]. (7) Given the reactants [CH3:1][C:2]1[CH:3]=[C:4]([CH:9]=[CH:10][C:11]=1[N:12]([CH3:23])[C:13]1[N:18]=[CH:17][C:16]2[N:19]=[CH:20][N:21]([CH3:22])[C:15]=2[CH:14]=1)[C:5]([O:7]C)=O.[CH3:24][NH2:25], predict the reaction product. The product is: [CH3:24][NH:25][C:5](=[O:7])[C:4]1[CH:9]=[CH:10][C:11]([N:12]([CH3:23])[C:13]2[N:18]=[CH:17][C:16]3[N:19]=[CH:20][N:21]([CH3:22])[C:15]=3[CH:14]=2)=[C:2]([CH3:1])[CH:3]=1.